Dataset: Catalyst prediction with 721,799 reactions and 888 catalyst types from USPTO. Task: Predict which catalyst facilitates the given reaction. (1) Reactant: [C:1]1([P:7]([C:14]2[CH:19]=[CH:18][CH:17]=[CH:16][CH:15]=2)[C:8]2[CH:13]=[CH:12][CH:11]=[CH:10][CH:9]=2)[CH:6]=[CH:5][CH:4]=[CH:3][CH:2]=1.O[C:21]([CH2:25][CH2:26][CH:27]=[C:28]([CH2:30][CH2:31][CH:32]=[C:33]([CH3:35])[CH3:34])[CH3:29])([CH:23]=[CH2:24])[CH3:22].[BrH:36].[OH-].[Na+]. Product: [Br-:36].[CH2:24]([P+:7]([C:1]1[CH:2]=[CH:3][CH:4]=[CH:5][CH:6]=1)([C:8]1[CH:13]=[CH:12][CH:11]=[CH:10][CH:9]=1)[C:14]1[CH:15]=[CH:16][CH:17]=[CH:18][CH:19]=1)[CH:23]=[C:21]([CH2:25][CH2:26][CH:27]=[C:28]([CH2:30][CH2:31][CH:32]=[C:33]([CH3:34])[CH3:35])[CH3:29])[CH3:22]. The catalyst class is: 322. (2) Reactant: [NH2:1][C:2]1[CH:3]=[C:4]([CH:8]=[CH:9][C:10]=1[F:11])[C:5](O)=[O:6]. Product: [NH2:1][C:2]1[CH:3]=[C:4]([CH2:5][OH:6])[CH:8]=[CH:9][C:10]=1[F:11]. The catalyst class is: 7. (3) Reactant: [CH3:1][O:2][C:3]1[CH:4]=[C:5]2[C:10](=[CH:11][C:12]=1[CH3:13])[C:9](=O)[CH2:8][CH2:7][C:6]2([CH3:16])[CH3:15].C[Mg+].[Br-].[CH2:20](OCC)C. Product: [CH3:1][O:2][C:3]1[CH:4]=[C:5]2[C:10]([C:9]([CH3:20])=[CH:8][CH2:7][C:6]2([CH3:16])[CH3:15])=[CH:11][C:12]=1[CH3:13]. The catalyst class is: 7.